Dataset: hERG Central: cardiac toxicity at 1µM, 10µM, and general inhibition. Task: Predict hERG channel inhibition at various concentrations. Results: hERG_inhib (hERG inhibition (general)): blocker. The molecule is O=C(c1cccs1)N1CCCN(c2ncnc3scc(-c4ccccc4)c23)CC1.